From a dataset of Full USPTO retrosynthesis dataset with 1.9M reactions from patents (1976-2016). Predict the reactants needed to synthesize the given product. (1) Given the product [OH:18][CH2:19][CH2:20][O:21][C:22]1[CH:30]=[CH:29][C:25]([C:26]([NH:17][C:14]2[CH:15]=[CH:16][C:11]([N:7]3[C:8]4[C:4](=[CH:3][C:2]([NH:1][C:26](=[O:27])[C:25]5[CH:29]=[CH:30][C:22]([O:21][CH2:20][CH2:19][OH:18])=[CH:23][CH:24]=5)=[CH:10][CH:9]=4)[CH:5]=[N:6]3)=[CH:12][CH:13]=2)=[O:27])=[CH:24][CH:23]=1, predict the reactants needed to synthesize it. The reactants are: [NH2:1][C:2]1[CH:3]=[C:4]2[C:8](=[CH:9][CH:10]=1)[N:7]([C:11]1[CH:16]=[CH:15][C:14]([NH2:17])=[CH:13][CH:12]=1)[N:6]=[CH:5]2.[OH:18][CH2:19][CH2:20][O:21][C:22]1[CH:30]=[CH:29][C:25]([C:26](O)=[O:27])=[CH:24][CH:23]=1. (2) Given the product [NH2:9][C@@:8]1([C:3]2[CH:4]=[CH:5][CH:6]=[CH:7][C:2]=2[F:1])[CH2:16][CH2:15][CH:14]([O:17][CH3:18])[CH2:13][C@H:12]1[CH2:11][OH:10], predict the reactants needed to synthesize it. The reactants are: [F:1][C:2]1[CH:7]=[CH:6][CH:5]=[CH:4][C:3]=1[C@:8]12[CH2:16][CH2:15][CH:14]([O:17][CH3:18])[CH2:13][C@H:12]1[CH2:11][O:10][NH:9]2. (3) Given the product [CH3:1][O:2][C:3]1[CH:11]=[C:7]2[C:6]([C:12]([C:13]3[CH:18]=[CH:17][C:16]([CH3:19])=[CH:15][CH:14]=3)=[N:22][NH:23][C:8]2=[O:9])=[CH:5][CH:4]=1, predict the reactants needed to synthesize it. The reactants are: [CH3:1][O:2][C:3]1[CH:4]=[CH:5][C:6]([C:12](=O)[C:13]2[CH:18]=[CH:17][C:16]([CH3:19])=[CH:15][CH:14]=2)=[C:7]([CH:11]=1)[C:8](O)=[O:9].O.[NH2:22][NH2:23]. (4) The reactants are: [CH3:1][N:2]1[CH2:6][CH2:5][C@@H:4]([C:7]2[C:12]([O:13][CH3:14])=[CH:11][C:10]([O:15][CH3:16])=[CH:9][C:8]=2[O:17]C)[C@@H:3]1[CH2:19][OH:20].[C:21](OC(=O)C)(=[O:23])[CH3:22].B(F)(F)F.CCOCC.C([O-])([O-])=O.[Na+].[Na+]. Given the product [OH:17][C:8]1[C:7]([C@@H:4]2[CH2:5][CH2:6][N:2]([CH3:1])[C@H:3]2[CH2:19][OH:20])=[C:12]([O:13][CH3:14])[CH:11]=[C:10]([O:15][CH3:16])[C:9]=1[C:21](=[O:23])[CH3:22], predict the reactants needed to synthesize it. (5) Given the product [O:19]=[S:11]1(=[O:20])[C:12]2[CH:18]=[CH:17][CH:16]=[CH:15][C:13]=2[NH:14][C:9]([C:6]2[C:7](=[O:8])[N:2]([N:1]=[CH:25][CH2:26][CH3:27])[C:3]3[CH:24]=[CH:23][S:22][C:4]=3[C:5]=2[OH:21])=[N:10]1, predict the reactants needed to synthesize it. The reactants are: [NH2:1][N:2]1[C:7](=[O:8])[C:6]([C:9]2[NH:14][C:13]3[CH:15]=[CH:16][CH:17]=[CH:18][C:12]=3[S:11](=[O:20])(=[O:19])[N:10]=2)=[C:5]([OH:21])[C:4]2[S:22][CH:23]=[CH:24][C:3]1=2.[CH:25](=O)[CH2:26][CH3:27]. (6) Given the product [Br:29][C:9]1[C:10]([CH2:13][CH2:14][C:15]([O:17][C:18]([CH3:21])([CH3:20])[CH3:19])=[O:16])=[N:11][O:12][C:8]=1[CH:6]1[CH2:7][CH:4]([CH2:3][C:2]([CH3:23])([CH3:22])[CH3:1])[CH2:5]1, predict the reactants needed to synthesize it. The reactants are: [CH3:1][C:2]([CH3:23])([CH3:22])[CH2:3][CH:4]1[CH2:7][CH:6]([C:8]2[O:12][N:11]=[C:10]([CH2:13][CH2:14][C:15]([O:17][C:18]([CH3:21])([CH3:20])[CH3:19])=[O:16])[CH:9]=2)[CH2:5]1.CN(C=O)C.[Br:29]N1C(=O)CCC1=O. (7) Given the product [CH3:23][S:24]([O:12][CH2:11][CH2:10][N:7]1[C:8](=[O:9])[C:4]2[CH:3]=[C:2]([Br:1])[S:15][C:5]=2[C:6]1([CH3:13])[CH3:14])(=[O:26])=[O:25], predict the reactants needed to synthesize it. The reactants are: [Br:1][C:2]1[S:15][C:5]2[C:6]([CH3:14])([CH3:13])[N:7]([CH2:10][CH2:11][OH:12])[C:8](=[O:9])[C:4]=2[CH:3]=1.C(N(CC)CC)C.[CH3:23][S:24](Cl)(=[O:26])=[O:25].